From a dataset of Full USPTO retrosynthesis dataset with 1.9M reactions from patents (1976-2016). Predict the reactants needed to synthesize the given product. (1) The reactants are: [CH3:1][N:2]([CH3:32])[CH:3]([CH2:30][CH3:31])[CH:4]([C:10]1[CH:29]=[CH:28][C:13]2[N:14]=[C:15]([NH:17][CH2:18][C:19]([CH3:27])([CH3:26])[C:20]([O:22]C(C)C)=[O:21])[S:16][C:12]=2[CH:11]=1)[N:5]1[CH:9]=[CH:8][N:7]=[CH:6]1.O.[OH-].[Li+]. Given the product [CH3:32][N:2]([CH3:1])[CH:3]([CH2:30][CH3:31])[CH:4]([C:10]1[CH:29]=[CH:28][C:13]2[N:14]=[C:15]([NH:17][CH2:18][C:19]([CH3:26])([CH3:27])[C:20]([OH:22])=[O:21])[S:16][C:12]=2[CH:11]=1)[N:5]1[CH:9]=[CH:8][N:7]=[CH:6]1, predict the reactants needed to synthesize it. (2) Given the product [Si:3]([O:20][CH2:21][C@H:22]1[CH2:26][O:25][C:24](=[O:27])[N:23]1[C:31]1[CH:32]=[CH:33][N:34]=[C:29]([F:28])[N:30]=1)([C:16]([CH3:17])([CH3:18])[CH3:19])([C:10]1[CH:11]=[CH:12][CH:13]=[CH:14][CH:15]=1)[C:4]1[CH:9]=[CH:8][CH:7]=[CH:6][CH:5]=1, predict the reactants needed to synthesize it. The reactants are: [H-].[Na+].[Si:3]([O:20][CH2:21][C@H:22]1[CH2:26][O:25][C:24](=[O:27])[NH:23]1)([C:16]([CH3:19])([CH3:18])[CH3:17])([C:10]1[CH:15]=[CH:14][CH:13]=[CH:12][CH:11]=1)[C:4]1[CH:9]=[CH:8][CH:7]=[CH:6][CH:5]=1.[F:28][C:29]1[N:34]=[C:33](F)[CH:32]=[CH:31][N:30]=1. (3) Given the product [Cl:17][C:18]1[CH:26]=[CH:25][C:21]([C:22]([NH:2][CH:3]2[CH2:9][CH2:8][CH2:7][CH2:6][NH:5][C:4]2=[O:10])=[O:23])=[CH:20][CH:19]=1, predict the reactants needed to synthesize it. The reactants are: Cl.[NH2:2][CH:3]1[CH2:9][CH2:8][CH2:7][CH2:6][NH:5][C:4]1=[O:10].C([O-])([O-])=O.[K+].[K+].[Cl:17][C:18]1[CH:26]=[CH:25][C:21]([C:22](Cl)=[O:23])=[CH:20][CH:19]=1. (4) The reactants are: [CH2:1]([O:4][C:5]1([CH3:49])[CH2:10][CH2:9][N:8]([C:11]2[N:16]3[N:17]=[C:18]([CH2:20][N:21]4[CH:25]=[C:24]([C:26]5[CH:31]=[CH:30][CH:29]=[CH:28][C:27]=5[CH2:32][O:33][CH2:34][CH:35]=C)[N:23]=[N:22]4)[CH:19]=[C:15]3[N:14]=[C:13]([CH3:37])[C:12]=2[C@H:38]([O:44][C:45]([CH3:48])([CH3:47])[CH3:46])[C:39]([O:41][CH2:42][CH3:43])=[O:40])[CH2:7][CH2:6]1)[CH:2]=C. Given the product [C:45]([O:44][C@@H:38]([C:12]1[C:13]([CH3:37])=[N:14][C:15]2=[CH:19][C:18]3=[N:17][N:16]2[C:11]=1[N:8]1[CH2:9][CH2:10][C:5]([CH3:49])([O:4][CH2:1][CH:2]=[CH:35][CH2:34][O:33][CH2:32][C:27]2[CH:28]=[CH:29][CH:30]=[CH:31][C:26]=2[C:24]2[N:23]=[N:22][N:21]([CH:25]=2)[CH2:20]3)[CH2:6][CH2:7]1)[C:39]([O:41][CH2:42][CH3:43])=[O:40])([CH3:46])([CH3:47])[CH3:48], predict the reactants needed to synthesize it. (5) Given the product [F:30][C:26]1[CH:25]=[C:24]([N:5]2[C:4](=[O:31])[C:3]3[C:8](=[CH:9][CH:10]=[CH:11][C:2]=3[S:33]([CH3:32])(=[O:35])=[O:34])[N:7]=[C:6]2[C@@H:12]2[CH2:16][CH2:15][CH2:14][N:13]2[C:17]([O:19][C:20]([CH3:23])([CH3:21])[CH3:22])=[O:18])[CH:29]=[CH:28][CH:27]=1, predict the reactants needed to synthesize it. The reactants are: Br[C:2]1[CH:11]=[CH:10][CH:9]=[C:8]2[C:3]=1[C:4](=[O:31])[N:5]([C:24]1[CH:29]=[CH:28][CH:27]=[C:26]([F:30])[CH:25]=1)[C:6]([C@@H:12]1[CH2:16][CH2:15][CH2:14][N:13]1[C:17]([O:19][C:20]([CH3:23])([CH3:22])[CH3:21])=[O:18])=[N:7]2.[CH3:32][S:33]([O-:35])=[O:34].[Na+].C(=O)([O-])[O-].[Cs+].[Cs+].N1CCC[C@H]1C(O)=O. (6) Given the product [Br:1][C:2]1[N:7]=[C:6]2[C:8]([CH3:29])=[C:9]([CH:11]([NH:18][C:19]3[CH:20]=[CH:21][C:22]([C:23]([OH:25])=[O:24])=[CH:27][CH:28]=3)[CH:12]3[CH2:17][CH2:16][CH2:15][CH2:14][CH2:13]3)[O:10][C:5]2=[CH:4][CH:3]=1, predict the reactants needed to synthesize it. The reactants are: [Br:1][C:2]1[N:7]=[C:6]2[C:8]([CH3:29])=[C:9]([CH:11]([NH:18][C:19]3[CH:28]=[CH:27][C:22]([C:23]([O:25]C)=[O:24])=[CH:21][CH:20]=3)[CH:12]3[CH2:17][CH2:16][CH2:15][CH2:14][CH2:13]3)[O:10][C:5]2=[CH:4][CH:3]=1.[OH-].[Li+].C(O)C.